Dataset: Full USPTO retrosynthesis dataset with 1.9M reactions from patents (1976-2016). Task: Predict the reactants needed to synthesize the given product. (1) Given the product [NH2:36][C@@H:28]([CH2:29][C:30]1[CH:31]=[CH:32][CH:33]=[CH:34][CH:35]=1)[C:27]([NH:26][C@H:10]([C:2]1[NH:1][C:5]2[CH:6]=[CH:7][CH:8]=[CH:9][C:4]=2[N:3]=1)[CH2:11][C:12]1[CH:17]=[CH:16][C:15]([C:18]2[S:22](=[O:24])(=[O:23])[NH:21][C:20](=[O:25])[CH:19]=2)=[CH:14][CH:13]=1)=[O:44], predict the reactants needed to synthesize it. The reactants are: [NH:1]1[C:5]2[CH:6]=[CH:7][CH:8]=[CH:9][C:4]=2[N:3]=[C:2]1[CH:10]([NH:26][C:27](=[O:44])[C@@H:28]([NH:36]C(=O)OC(C)(C)C)[CH2:29][C:30]1[CH:35]=[CH:34][CH:33]=[CH:32][CH:31]=1)[CH2:11][C:12]1[CH:17]=[CH:16][C:15]([C:18]2[S:22](=[O:24])(=[O:23])[NH:21][C:20](=[O:25])[CH:19]=2)=[CH:14][CH:13]=1. (2) The reactants are: [C:1]([C:5]1[N:10]=[C:9]([O:11][CH2:12][CH3:13])[C:8]([C:14]2[N:15]([C:33](Cl)=[O:34])[CH:16]([C:26]3[CH:31]=[CH:30][C:29]([Cl:32])=[CH:28][CH:27]=3)[CH:17]([C:19]3[CH:24]=[CH:23][C:22]([Cl:25])=[CH:21][CH:20]=3)[N:18]=2)=[CH:7][N:6]=1)([CH3:4])([CH3:3])[CH3:2].Cl.Cl.[CH3:38][S:39]([CH2:42][CH2:43][CH2:44][N:45]1[CH2:50][CH2:49][NH:48][CH2:47][CH2:46]1)(=[O:41])=[O:40]. Given the product [C:1]([C:5]1[N:10]=[C:9]([O:11][CH2:12][CH3:13])[C:8]([C:14]2[N:15]([C:33]([N:48]3[CH2:49][CH2:50][N:45]([CH2:44][CH2:43][CH2:42][S:39]([CH3:38])(=[O:40])=[O:41])[CH2:46][CH2:47]3)=[O:34])[C@H:16]([C:26]3[CH:27]=[CH:28][C:29]([Cl:32])=[CH:30][CH:31]=3)[C@H:17]([C:19]3[CH:24]=[CH:23][C:22]([Cl:25])=[CH:21][CH:20]=3)[N:18]=2)=[CH:7][N:6]=1)([CH3:2])([CH3:3])[CH3:4], predict the reactants needed to synthesize it. (3) Given the product [CH2:1]([O:8][CH2:9][CH2:10][O:11][C:12]1[CH:17]=[CH:16][C:15]([CH:18]2[C:23]3[N:24]4[N:29]=[C:28]([CH3:30])[S:27][C:25]4=[N:26][C:22]=3[CH2:21][CH2:20][N:19]2[C:41](=[O:42])[CH2:40][O:39][C:38]2[CH:37]=[CH:36][C:35]([NH:48][S:49]([CH3:52])(=[O:51])=[O:50])=[N:34][C:33]=2[Cl:32])=[C:14]([F:31])[CH:13]=1)[C:2]1[CH:7]=[CH:6][CH:5]=[CH:4][CH:3]=1, predict the reactants needed to synthesize it. The reactants are: [CH2:1]([O:8][CH2:9][CH2:10][O:11][C:12]1[CH:17]=[CH:16][C:15]([CH:18]2[C:23]3[N:24]4[N:29]=[C:28]([CH3:30])[S:27][C:25]4=[N:26][C:22]=3[CH2:21][CH2:20][NH:19]2)=[C:14]([F:31])[CH:13]=1)[C:2]1[CH:7]=[CH:6][CH:5]=[CH:4][CH:3]=1.[Cl:32][C:33]1[C:38]([O:39][CH2:40][C:41](OC(C)(C)C)=[O:42])=[CH:37][CH:36]=[C:35]([NH:48][S:49]([CH3:52])(=[O:51])=[O:50])[N:34]=1. (4) Given the product [F:1][C:2]1[CH:3]=[CH:4][C:5]([C:36]2[C:41]([CH3:42])=[CH:40][C:39]([O:43][CH2:44][C:45]([CH3:49])([CH3:50])[CH2:46][O:47][CH3:48])=[CH:38][C:37]=2[CH3:51])=[C:6]2[C:10]=1[C@H:9]([O:11][C:12]1[CH:25]=[CH:24][C:15]3[C@H:16]([CH2:19][C:20]([O:22][CH3:23])=[O:21])[CH2:17][O:18][C:14]=3[CH:13]=1)[CH2:8][CH2:7]2, predict the reactants needed to synthesize it. The reactants are: [F:1][C:2]1[CH:3]=[CH:4][C:5](B2OC(C)(C)C(C)(C)O2)=[C:6]2[C:10]=1[C@H:9]([O:11][C:12]1[CH:25]=[CH:24][C:15]3[C@H:16]([CH2:19][C:20]([O:22][CH3:23])=[O:21])[CH2:17][O:18][C:14]=3[CH:13]=1)[CH2:8][CH2:7]2.Br[C:36]1[C:41]([CH3:42])=[CH:40][C:39]([O:43][CH2:44][C:45]([CH3:50])([CH3:49])[CH2:46][O:47][CH3:48])=[CH:38][C:37]=1[CH3:51]. (5) Given the product [N:30]1[CH:29]=[N:28][N:26]2[CH:27]=[C:22]([C:8]3[O:9][C:10]4([CH2:19][CH2:18][C:13](=[O:14])[CH2:12][CH2:11]4)[C:20](=[O:21])[C:7]=3[C:3]3[CH:2]=[C:1]([CH3:31])[CH:6]=[CH:5][CH:4]=3)[CH:23]=[CH:24][C:25]=12, predict the reactants needed to synthesize it. The reactants are: [C:1]1([CH3:31])[CH:6]=[CH:5][CH:4]=[C:3]([C:7]2[C:20](=[O:21])[C:10]3([CH2:19][CH2:18][C:13]4(OCC[O:14]4)[CH2:12][CH2:11]3)[O:9][C:8]=2[C:22]2[CH:23]=[CH:24][C:25]3[N:26]([N:28]=[CH:29][N:30]=3)[CH:27]=2)[CH:2]=1.Cl.O1CCCC1.